Task: Predict the reaction yield, written as a fraction of the theoretical maximum amount of product (1.0 means a 100% yield; for example, 0.34 means a 34% yield).. Dataset: Reaction yield outcomes from USPTO patents with 853,638 reactions (1) The yield is 0.810. The catalyst is C(Cl)Cl. The reactants are [Cl:1][C:2]1[CH:3]=[C:4]([CH:8]([C:12]2([OH:18])[CH2:17][CH2:16][CH2:15][CH2:14][CH2:13]2)[C:9]([OH:11])=O)[CH:5]=[CH:6][CH:7]=1.F[P-](F)(F)(F)(F)F.N1(O[P+](N(C)C)(N(C)C)N(C)C)C2C=CC=CC=2N=N1.[N:46]1([C:52]([O:54][C:55]([CH3:58])([CH3:57])[CH3:56])=[O:53])[CH2:51][CH2:50][NH:49][CH2:48][CH2:47]1.C(N(CC)CC)C. The product is [Cl:1][C:2]1[CH:3]=[C:4]([CH:8]([C:12]2([OH:18])[CH2:17][CH2:16][CH2:15][CH2:14][CH2:13]2)[C:9]([N:49]2[CH2:48][CH2:47][N:46]([C:52]([O:54][C:55]([CH3:58])([CH3:57])[CH3:56])=[O:53])[CH2:51][CH2:50]2)=[O:11])[CH:5]=[CH:6][CH:7]=1. (2) The reactants are CCN(C1C=CC=CC=1)CC.O[CH:13]([C:15]1[CH:16]=[C:17]([CH:21]=[CH:22][CH:23]=1)[C:18]([NH2:20])=[O:19])[CH3:14].S(Cl)([Cl:26])=O.O. The catalyst is C(Cl)Cl. The product is [Cl:26][CH:13]([C:15]1[CH:16]=[C:17]([CH:21]=[CH:22][CH:23]=1)[C:18]([NH2:20])=[O:19])[CH3:14]. The yield is 0.750. (3) The reactants are C([N:8](CC1C=CC=CC=1)[CH2:9][C:10]([F:17])([F:16])[C:11]([O:13][CH2:14][CH3:15])=[O:12])C1C=CC=CC=1.C(O)(C(F)(F)F)=O. The catalyst is CCO. The product is [NH2:8][CH2:9][C:10]([F:17])([F:16])[C:11]([O:13][CH2:14][CH3:15])=[O:12]. The yield is 0.940. (4) The reactants are Cl.[Cl:2][C:3]1[CH:27]=[C:26]([NH:28][C:29]([NH:31][C:32]2[CH:37]=[N:36][C:35]([C:38]#[N:39])=[CH:34][N:33]=2)=[O:30])[CH:25]=[CH:24][C:4]=1[CH2:5][CH2:6][N:7]([CH2:15][C:16]1[CH:21]=[CH:20][CH:19]=[CH:18][C:17]=1[O:22][CH3:23])[C:8](=[O:14])[O:9][C:10]([CH3:13])([CH3:12])[CH3:11].CCCCC. The catalyst is O1CCOCC1.C(Cl)Cl. The product is [ClH:2].[Cl:2][C:3]1[CH:27]=[C:26]([NH:28][C:29]([NH:31][C:32]2[CH:37]=[N:36][C:35]([C:38]#[N:39])=[CH:34][N:33]=2)=[O:30])[CH:25]=[CH:24][C:4]=1[CH2:5][CH2:6][N:7]([CH2:15][C:16]1[CH:21]=[CH:20][CH:19]=[CH:18][C:17]=1[O:22][CH3:23])[C:8](=[O:14])[O:9][C:10]([CH3:12])([CH3:11])[CH3:13]. The yield is 0.920. (5) The reactants are C[Si]([N-][Si](C)(C)C)(C)C.[Li+].[Si:11]([O:18][CH2:19][C:20]([CH3:58])([CH3:57])[CH2:21][N:22]1[C:28]2[CH:29]=[CH:30][C:31]([Cl:33])=[CH:32][C:27]=2[C@@H:26]([C:34]2[CH:39]=[CH:38][CH:37]=[C:36]([O:40][CH3:41])[C:35]=2[O:42][CH3:43])[O:25][C@H:24]([CH2:44][C:45]2[S:46][C:47]([CH2:50][C:51]([O:53][CH2:54][CH3:55])=[O:52])=[CH:48][N:49]=2)[C:23]1=[O:56])([C:14]([CH3:17])([CH3:16])[CH3:15])([CH3:13])[CH3:12].[CH2:59](Br)[C:60]1[CH:65]=[CH:64][CH:63]=[CH:62][CH:61]=1.[Cl-].[NH4+]. The catalyst is C1COCC1. The product is [Si:11]([O:18][CH2:19][C:20]([CH3:57])([CH3:58])[CH2:21][N:22]1[C:28]2[CH:29]=[CH:30][C:31]([Cl:33])=[CH:32][C:27]=2[C@@H:26]([C:34]2[CH:39]=[CH:38][CH:37]=[C:36]([O:40][CH3:41])[C:35]=2[O:42][CH3:43])[O:25][C@H:24]([CH2:44][C:45]2[S:46][C:47]([CH:50]([CH2:59][C:60]3[CH:65]=[CH:64][CH:63]=[CH:62][CH:61]=3)[C:51]([O:53][CH2:54][CH3:55])=[O:52])=[CH:48][N:49]=2)[C:23]1=[O:56])([C:14]([CH3:15])([CH3:16])[CH3:17])([CH3:13])[CH3:12]. The yield is 0.590.